From a dataset of Full USPTO retrosynthesis dataset with 1.9M reactions from patents (1976-2016). Predict the reactants needed to synthesize the given product. (1) Given the product [CH3:1][S:2]([O:5][C:6]1[CH:7]=[C:8]2[C:13](=[CH:14][CH:15]=1)[CH:12]=[C:11]([CH2:16][Br:19])[CH:10]=[CH:9]2)(=[O:4])=[O:3], predict the reactants needed to synthesize it. The reactants are: [CH3:1][S:2]([O:5][C:6]1[CH:7]=[C:8]2[C:13](=[CH:14][CH:15]=1)[CH:12]=[C:11]([CH2:16]O)[CH:10]=[CH:9]2)(=[O:4])=[O:3].C(Br)(Br)(Br)[Br:19].C1C=CC(P(C2C=CC=CC=2)C2C=CC=CC=2)=CC=1. (2) Given the product [CH3:61][O:62][C:63]([NH:65][C@H:66]([C:70]1[CH:75]=[CH:74][CH:73]=[CH:72][CH:71]=1)[C:67]([N:43]1[CH2:44][CH2:45][CH2:46][C@H:42]1[C:40]1[NH:41][C:37]([C:32]2[CH:33]=[C:34]3[C:29](=[CH:30][CH:31]=2)[CH:28]=[C:27]([C:22]2[CH:23]=[C:24]4[C:19](=[CH:20][CH:21]=2)[C:17]2[NH:18][C:14]([C@@H:10]5[CH2:11][CH2:12][CH2:13][N:9]5[C:7](=[O:8])[C@@H:6]([NH:5][C:3](=[O:4])[O:2][CH3:1])[CH:54]5[CH2:55][CH2:56][O:57][CH2:58][CH2:59]5)=[N:15][C:16]=2[CH2:26][CH2:25]4)[CH:36]=[CH:35]3)=[CH:38][N:39]=1)=[O:69])=[O:64], predict the reactants needed to synthesize it. The reactants are: [CH3:1][O:2][C:3]([NH:5][C@@H:6]([CH:54]1[CH2:59][CH2:58][O:57][CH2:56][CH2:55]1)[C:7]([N:9]1[CH2:13][CH2:12][CH2:11][C@H:10]1[C:14]1[NH:18][C:17]2[C:19]3[C:24]([CH2:25][CH2:26][C:16]=2[N:15]=1)=[CH:23][C:22]([C:27]1[CH:28]=[C:29]2[C:34](=[CH:35][CH:36]=1)[CH:33]=[C:32]([C:37]1[NH:41][C:40]([C@@H:42]4[CH2:46][CH2:45][CH2:44][N:43]4C(OC(C)(C)C)=O)=[N:39][CH:38]=1)[CH:31]=[CH:30]2)=[CH:21][CH:20]=3)=[O:8])=[O:4].Cl.[CH3:61][O:62][C:63]([NH:65][C@H:66]([C:70]1[CH:75]=[CH:74][CH:73]=[CH:72][CH:71]=1)[C:67]([OH:69])=O)=[O:64].CCOC(C(C#N)=NOC(N1CCOCC1)=[N+](C)C)=O.F[P-](F)(F)(F)(F)F.CCN(C(C)C)C(C)C. (3) Given the product [Cl:65][C:63]1[N:62]=[C:61]([N:66]([C:74]([O:76][C:77]([CH3:80])([CH3:79])[CH3:78])=[O:75])[C:67]([O:69][C:70]([CH3:72])([CH3:71])[CH3:73])=[O:68])[N:60]=[C:59]2[N:58]([CH2:81][C:82]3[C:87]([CH3:88])=[C:86]([O:89][CH3:90])[C:85]([CH3:91])=[CH:84][N:83]=3)[N:57]=[C:56]([CH2:55][CH:54]([OH:53])[CH3:92])[C:64]=12, predict the reactants needed to synthesize it. The reactants are: C[Mg]Br.ClC1N=C(N(C(OC(C)(C)C)=O)C(OC(C)(C)C)=O)N=C2N(CC3C(C)=C(OC)C(C)=CN=3)N=C(CC=O)C=12.CC1C=CC(S([O:53][CH:54]([C:92]#N)[CH2:55][C:56]2[C:64]3[C:59](=[N:60][C:61]([N:66]([C:74]([O:76][C:77]([CH3:80])([CH3:79])[CH3:78])=[O:75])[C:67]([O:69][C:70]([CH3:73])([CH3:72])[CH3:71])=[O:68])=[N:62][C:63]=3[Cl:65])[N:58]([CH2:81][C:82]3[C:87]([CH3:88])=[C:86]([O:89][CH3:90])[C:85]([CH3:91])=[CH:84][N:83]=3)[N:57]=2)(=O)=O)=CC=1.[Cl-].[NH4+].